Dataset: Reaction yield outcomes from USPTO patents with 853,638 reactions. Task: Predict the reaction yield, written as a fraction of the theoretical maximum amount of product (1.0 means a 100% yield; for example, 0.34 means a 34% yield). (1) The reactants are [CH2:1]([C:3]1([CH2:18][CH:19]([OH:21])[CH3:20])[C:8]2[NH:9][C:10]3[C:15]([C:7]=2[CH2:6][CH2:5][O:4]1)=[CH:14][CH:13]=[CH:12][C:11]=3[CH2:16][CH3:17])[CH3:2].C(Cl)Cl.CS(C)=O.N1C=CC=CC=1.S(=O)(=O)=O. The catalyst is [Cl-].[Na+].O. The product is [CH2:1]([C:3]1([CH2:18][C:19](=[O:21])[CH3:20])[C:8]2[NH:9][C:10]3[C:15]([C:7]=2[CH2:6][CH2:5][O:4]1)=[CH:14][CH:13]=[CH:12][C:11]=3[CH2:16][CH3:17])[CH3:2]. The yield is 0.510. (2) The reactants are C(N(S(F)(F)[F:7])CC)C.[C:10]([O:13][CH2:14][CH2:15][CH2:16][CH:17](O)[CH2:18][CH2:19][CH2:20][O:21][C:22](=[O:24])[CH3:23])(=[O:12])[CH3:11]. The catalyst is C(Cl)Cl.C(OCC)(=O)C. The product is [C:10]([O:13][CH2:14][CH2:15][CH2:16][CH:17]([F:7])[CH2:18][CH2:19][CH2:20][O:21][C:22](=[O:24])[CH3:23])(=[O:12])[CH3:11]. The yield is 0.940. (3) The reactants are Br[C:2]1[C:11]([O:12][CH3:13])=[C:10]2[C:5]([CH:6]=[N:7][C:8]([N:14]([CH3:16])[CH3:15])=[N:9]2)=[C:4]([C:17]2[CH:22]=[CH:21][CH:20]=[C:19]([Cl:23])[CH:18]=2)[CH:3]=1.[CH2:24]([Sn](CCCC)(CCCC)CCCC)[CH:25]=[CH2:26].O1CCOCC1. The catalyst is C1C=CC([P]([Pd]([P](C2C=CC=CC=2)(C2C=CC=CC=2)C2C=CC=CC=2)([P](C2C=CC=CC=2)(C2C=CC=CC=2)C2C=CC=CC=2)[P](C2C=CC=CC=2)(C2C=CC=CC=2)C2C=CC=CC=2)(C2C=CC=CC=2)C2C=CC=CC=2)=CC=1.O. The product is [CH2:26]([C:2]1[C:11]([O:12][CH3:13])=[C:10]2[C:5]([CH:6]=[N:7][C:8]([N:14]([CH3:16])[CH3:15])=[N:9]2)=[C:4]([C:17]2[CH:22]=[CH:21][CH:20]=[C:19]([Cl:23])[CH:18]=2)[CH:3]=1)[CH:25]=[CH2:24]. The yield is 0.810. (4) The reactants are [CH3:1][C:2]([N+:8]([O-:10])=[O:9])([CH3:7])[CH2:3][CH2:4][CH2:5][OH:6].C(N(CC)CC)C.[CH3:18][S:19](Cl)(=[O:21])=[O:20]. The catalyst is C(Cl)Cl. The product is [CH3:18][S:19]([O:6][CH2:5][CH2:4][CH2:3][C:2]([CH3:7])([N+:8]([O-:10])=[O:9])[CH3:1])(=[O:21])=[O:20]. The yield is 0.938. (5) The reactants are Cl[C:2]1[C:3]2[CH:10]=[CH:9][NH:8][C:4]=2[N:5]=[CH:6][N:7]=1.[CH:11]1([C@H:16]([N:20]2[CH:24]=[C:23](B3OC(C)(C)C(C)(C)O3)[CH:22]=[N:21]2)[CH2:17][C:18]#[N:19])[CH2:15][CH2:14][CH2:13][CH2:12]1.O1CCOCC1.O.C(=O)([O-])[O-].[K+].[K+]. The catalyst is C1C=CC([P]([Pd]([P](C2C=CC=CC=2)(C2C=CC=CC=2)C2C=CC=CC=2)([P](C2C=CC=CC=2)(C2C=CC=CC=2)C2C=CC=CC=2)[P](C2C=CC=CC=2)(C2C=CC=CC=2)C2C=CC=CC=2)(C2C=CC=CC=2)C2C=CC=CC=2)=CC=1. The product is [CH:11]1([C@H:16]([N:20]2[CH:24]=[C:23]([C:2]3[C:3]4[CH:10]=[CH:9][NH:8][C:4]=4[N:5]=[CH:6][N:7]=3)[CH:22]=[N:21]2)[CH2:17][C:18]#[N:19])[CH2:15][CH2:14][CH2:13][CH2:12]1. The yield is 0.643.